This data is from Full USPTO retrosynthesis dataset with 1.9M reactions from patents (1976-2016). The task is: Predict the reactants needed to synthesize the given product. (1) The reactants are: ClC1C(Cl)=CC=CC=1N1CCCN([CH2:16][CH2:17][CH2:18][CH2:19][O:20][C:21]2[CH:30]=[C:29]3[C:24]([CH:25]=[CH:26][C:27](=[O:31])[NH:28]3)=[CH:23][CH:22]=2)CC1.[Na+].[I-].Cl.[CH3:35][O:36][C:37]1[CH:42]=[CH:41][CH:40]=[CH:39][C:38]=1[N:43]1[CH2:48][CH2:47][NH:46][CH2:45][CH2:44]1.[C:49]([O-])([O-])=O.[K+].[K+]. Given the product [CH3:35][O:36][C:37]1[CH:42]=[CH:41][CH:40]=[CH:39][C:38]=1[N:43]1[CH2:48][CH2:47][N:46]([CH2:49][CH2:16][CH2:17][CH2:18][CH2:19][O:20][C:21]2[CH:30]=[C:29]3[C:24]([CH2:25][CH2:26][C:27](=[O:31])[NH:28]3)=[CH:23][CH:22]=2)[CH2:45][CH2:44]1, predict the reactants needed to synthesize it. (2) Given the product [N:1]1([C:6]2[CH:13]=[CH:12][C:9]([CH:10]=[CH:20][CH:16]=[O:15])=[CH:8][CH:7]=2)[CH:5]=[CH:4][CH:3]=[N:2]1, predict the reactants needed to synthesize it. The reactants are: [N:1]1([C:6]2[CH:13]=[CH:12][C:9]([CH:10]=O)=[CH:8][CH:7]=2)[CH:5]=[CH:4][CH:3]=[N:2]1.[Br-].[O:15]1CCO[CH:16]1[CH2:20][P+](C1C=CC=CC=1)(C1C=CC=CC=1)C1C=CC=CC=1.COCCOCCN(CCOCCOC)CCOCCOC. (3) Given the product [CH3:21][C:22]1[CH:27]=[C:26]([C:28]2[O:20][N:19]=[C:2]([C:3]3[CH:8]=[CH:7][C:6]([NH:9][CH2:10][C:11]([O:13][C:14]([CH3:15])([CH3:16])[CH3:17])=[O:12])=[C:5]([F:18])[CH:4]=3)[N:1]=2)[CH:25]=[CH:24][C:23]=1[C:31]1[CH:36]=[CH:35][CH:34]=[CH:33][C:32]=1[CH3:37], predict the reactants needed to synthesize it. The reactants are: [NH2:1][C:2](=[N:19][OH:20])[C:3]1[CH:8]=[CH:7][C:6]([NH:9][CH2:10][C:11]([O:13][C:14]([CH3:17])([CH3:16])[CH3:15])=[O:12])=[C:5]([F:18])[CH:4]=1.[CH3:21][C:22]1[CH:27]=[C:26]([C:28](O)=O)[CH:25]=[CH:24][C:23]=1[C:31]1[CH:36]=[CH:35][CH:34]=[CH:33][C:32]=1[CH3:37]. (4) Given the product [N+:12]([C:8]1[CH:9]=[CH:10][CH:11]=[C:4]([O:20][CH2:19][CH:15]2[CH2:18][CH2:17][CH2:16]2)[C:5]=1[C:6]#[N:7])([O-:14])=[O:13], predict the reactants needed to synthesize it. The reactants are: [N+]([C:4]1[CH:11]=[CH:10][CH:9]=[C:8]([N+:12]([O-:14])=[O:13])[C:5]=1[C:6]#[N:7])([O-])=O.[CH:15]1([CH2:19][OH:20])[CH2:18][CH2:17][CH2:16]1. (5) Given the product [CH2:8]([O:7][C:5]([C:4]1[CH:3]=[C:2]2[C:11]([CH:14]=[CH:15][CH:17]=[N:1]2)=[C:10]([Br:12])[CH:9]=1)=[O:6])[CH3:27], predict the reactants needed to synthesize it. The reactants are: [NH2:1][C:2]1[CH:3]=[C:4]([CH:9]=[C:10]([Br:12])[CH:11]=1)[C:5]([O:7][CH3:8])=[O:6].O[CH2:14][CH:15]([CH2:17]O)O.S(=O)(=O)(O)O.[N+]([C:27]1C=C(S([O-])(=O)=O)C=CC=1)([O-])=O.[Na+].